From a dataset of Peptide-MHC class II binding affinity with 134,281 pairs from IEDB. Regression. Given a peptide amino acid sequence and an MHC pseudo amino acid sequence, predict their binding affinity value. This is MHC class II binding data. (1) The peptide sequence is GYITTNVLREILKEL. The binding affinity (normalized) is 0.297. The MHC is DRB1_0301 with pseudo-sequence DRB1_0301. (2) The MHC is H-2-IAb with pseudo-sequence H-2-IAb. The binding affinity (normalized) is 0.629. The peptide sequence is TQLVLSSMVNPLVLS. (3) The peptide sequence is ELQMSWLPLCVRLER. The MHC is DRB1_0801 with pseudo-sequence DRB1_0801. The binding affinity (normalized) is 0.640. (4) The peptide sequence is HSKWGPMMCPFLFLA. The MHC is DRB1_0101 with pseudo-sequence DRB1_0101. The binding affinity (normalized) is 0.629.